This data is from Reaction yield outcomes from USPTO patents with 853,638 reactions. The task is: Predict the reaction yield, written as a fraction of the theoretical maximum amount of product (1.0 means a 100% yield; for example, 0.34 means a 34% yield). The reactants are [C:1]([N:4]1[CH2:9][CH2:8][C:7]2[N:10]([CH3:25])[N:11]=[C:12]([N:13]3[C:21]4[C:16](=[CH:17][CH:18]=[C:19]([C:22]([OH:24])=[O:23])[CH:20]=4)[CH2:15][CH2:14]3)[C:6]=2[CH2:5]1)(=[O:3])[CH3:2].O=S(Cl)Cl.[CH3:30]O. No catalyst specified. The product is [C:1]([N:4]1[CH2:9][CH2:8][C:7]2[N:10]([CH3:25])[N:11]=[C:12]([N:13]3[C:21]4[C:16](=[CH:17][CH:18]=[C:19]([C:22]([O:24][CH3:30])=[O:23])[CH:20]=4)[CH2:15][CH2:14]3)[C:6]=2[CH2:5]1)(=[O:3])[CH3:2]. The yield is 0.320.